Dataset: HIV replication inhibition screening data with 41,000+ compounds from the AIDS Antiviral Screen. Task: Binary Classification. Given a drug SMILES string, predict its activity (active/inactive) in a high-throughput screening assay against a specified biological target. (1) The molecule is COC(=O)c1ccc(CS(=O)(=O)c2ccccc2)cc1. The result is 0 (inactive). (2) The drug is CC1(C)CN=C(c2ccc3ccccc3c2O)N1. The result is 0 (inactive). (3) The molecule is O=[N+]([O-])c1ccccc1-c1nc2nc(N3CCOCC3)nc(N3CCOCC3)n2n1. The result is 0 (inactive).